Dataset: Full USPTO retrosynthesis dataset with 1.9M reactions from patents (1976-2016). Task: Predict the reactants needed to synthesize the given product. (1) Given the product [F:21][CH:22]([F:33])[CH2:23][O:24][C:25]1[CH:32]=[CH:31][C:28]([CH2:29][N:1]2[CH:2]([C:11]3[C:12]([O:19][CH3:20])=[CH:13][CH:14]=[CH:15][C:16]=3[O:17][CH3:18])[CH2:3][CH:4]([CH3:10])[C:5]2=[O:7])=[CH:27][CH:26]=1, predict the reactants needed to synthesize it. The reactants are: [NH2:1][CH:2]([C:11]1[C:16]([O:17][CH3:18])=[CH:15][CH:14]=[CH:13][C:12]=1[O:19][CH3:20])[CH2:3][CH:4]([CH3:10])[C:5]([O:7]CC)=O.[F:21][CH:22]([F:33])[CH2:23][O:24][C:25]1[CH:32]=[CH:31][C:28]([CH:29]=O)=[CH:27][CH:26]=1. (2) Given the product [CH3:23][C:21]1[C:20]([CH3:24])=[CH:19][C:3]([O:4][C:5]2[C:14]3[C:9](=[CH:10][C:11]([O:17][CH3:18])=[C:12]([O:15][CH3:16])[CH:13]=3)[N:8]=[CH:7][CH:6]=2)=[C:2]([C:27]2[CH:26]=[N:25][CH:30]=[CH:29][CH:28]=2)[CH:22]=1, predict the reactants needed to synthesize it. The reactants are: I[C:2]1[CH:22]=[C:21]([CH3:23])[C:20]([CH3:24])=[CH:19][C:3]=1[O:4][C:5]1[C:14]2[C:9](=[CH:10][C:11]([O:17][CH3:18])=[C:12]([O:15][CH3:16])[CH:13]=2)[N:8]=[CH:7][CH:6]=1.[N:25]1[CH:30]=[CH:29][CH:28]=[C:27](B(O)O)[CH:26]=1.C(=O)([O-])[O-].[K+].[K+].O. (3) Given the product [CH3:3][N:2]([CH2:4][C:5]1[CH:6]=[C:7]([NH:11][C:13]2[CH:14]=[C:15]([NH2:19])[N:16]=[CH:17][N:18]=2)[CH:8]=[CH:9][CH:10]=1)[CH3:1], predict the reactants needed to synthesize it. The reactants are: [CH3:1][N:2]([CH2:4][C:5]1[CH:6]=[C:7]([NH2:11])[CH:8]=[CH:9][CH:10]=1)[CH3:3].Cl[C:13]1[N:18]=[CH:17][N:16]=[C:15]([NH2:19])[CH:14]=1.